This data is from Full USPTO retrosynthesis dataset with 1.9M reactions from patents (1976-2016). The task is: Predict the reactants needed to synthesize the given product. Given the product [Cl:8][C:9]1[C:18]([N+:19]([O-:21])=[O:20])=[C:17]([NH:7][CH2:2][CH2:3][CH2:4][C:5]#[CH:6])[C:16]2[C:11](=[CH:12][CH:13]=[CH:14][CH:15]=2)[N:10]=1, predict the reactants needed to synthesize it. The reactants are: Cl.[CH2:2]([NH2:7])[CH2:3][CH2:4][C:5]#[CH:6].[Cl:8][C:9]1[C:18]([N+:19]([O-:21])=[O:20])=[C:17](Cl)[C:16]2[C:11](=[CH:12][CH:13]=[CH:14][CH:15]=2)[N:10]=1.C(N(CC)CC)C.